Dataset: Catalyst prediction with 721,799 reactions and 888 catalyst types from USPTO. Task: Predict which catalyst facilitates the given reaction. (1) Reactant: [F:1][CH2:2][CH2:3][N:4]1[CH2:9][CH2:8][N:7]([CH:10]2[CH2:15][CH2:14][N:13]([C:16]3[CH:21]=[CH:20][C:19]([N+:22]([O-])=O)=[C:18]([O:25][CH3:26])[CH:17]=3)[CH2:12][CH2:11]2)[CH2:6][C:5]1=[O:27].[Sn](Cl)Cl.Cl. Product: [NH2:22][C:19]1[CH:20]=[CH:21][C:16]([N:13]2[CH2:12][CH2:11][CH:10]([N:7]3[CH2:8][CH2:9][N:4]([CH2:3][CH2:2][F:1])[C:5](=[O:27])[CH2:6]3)[CH2:15][CH2:14]2)=[CH:17][C:18]=1[O:25][CH3:26]. The catalyst class is: 12. (2) Reactant: [CH3:1][O:2][C:3]([C:5]1[C:6](=[O:17])[S:7][C:8]2[C:13]([C:14]=1[OH:15])=[CH:12][CH:11]=[C:10](Br)[CH:9]=2)=[O:4].[CH:18]1[C:27]2[C:22](=[CH:23][CH:24]=[CH:25][CH:26]=2)[CH:21]=[CH:20][C:19]=1B(O)O.C([O-])([O-])=O.[Na+].[Na+]. Product: [CH3:1][O:2][C:3]([C:5]1[C:6](=[O:17])[S:7][C:8]2[C:13]([C:14]=1[OH:15])=[CH:12][CH:11]=[C:10]([C:20]1[CH:19]=[CH:18][C:27]3[C:22](=[CH:23][CH:24]=[CH:25][CH:26]=3)[CH:21]=1)[CH:9]=2)=[O:4]. The catalyst class is: 564. (3) Reactant: [Br:1][CH2:2][C:3]1[CH:8]=[CH:7][C:6]([S:9](Cl)(=[O:11])=[O:10])=[CH:5][CH:4]=1.[CH3:13][NH:14][CH3:15].C(N(CC)C(C)C)(C)C. Product: [Br:1][CH2:2][C:3]1[CH:8]=[CH:7][C:6]([S:9]([N:14]([CH3:15])[CH3:13])(=[O:11])=[O:10])=[CH:5][CH:4]=1. The catalyst class is: 7. (4) Reactant: CCN=C=NCCCN(C)C.C1C=CC2N(O)N=NC=2C=1.[F:22][C:23]1[CH:29]=[C:28]([F:30])[CH:27]=[CH:26][C:24]=1[NH2:25].[Br:31][CH2:32][CH2:33][CH2:34][CH2:35][CH2:36][CH2:37][CH2:38][CH2:39][CH2:40][C:41](O)=[O:42]. Product: [Br:31][CH2:32][CH2:33][CH2:34][CH2:35][CH2:36][CH2:37][CH2:38][CH2:39][CH2:40][C:41]([NH:25][C:24]1[CH:26]=[CH:27][C:28]([F:30])=[CH:29][C:23]=1[F:22])=[O:42]. The catalyst class is: 3.